Dataset: Reaction yield outcomes from USPTO patents with 853,638 reactions. Task: Predict the reaction yield, written as a fraction of the theoretical maximum amount of product (1.0 means a 100% yield; for example, 0.34 means a 34% yield). The reactants are [NH2:1][C:2]1[CH:9]=[CH:8][CH:7]=[C:6]([CH:10]2[CH2:12][CH2:11]2)[C:3]=1[C:4]#[N:5].[S:13](Cl)(=[O:16])(=O)[NH2:14].[OH-:18].[Na+].Cl. The catalyst is CC(N(C)C)=O.O. The product is [CH:10]1([C:6]2[C:3]3[C:4]([NH2:5])=[N:14][S:13](=[O:16])(=[O:18])[NH:1][C:2]=3[CH:9]=[CH:8][CH:7]=2)[CH2:11][CH2:12]1. The yield is 0.280.